Dataset: Catalyst prediction with 721,799 reactions and 888 catalyst types from USPTO. Task: Predict which catalyst facilitates the given reaction. Reactant: [F:1][C:2]1[CH:7]=[CH:6][C:5]([C:8]([C:32]2[CH:37]=[CH:36][C:35]([F:38])=[CH:34][CH:33]=2)(O)[C@@H:9]([NH:16][C:17]([NH:19]CC2C=CC(OC)=CC=2OC)=[O:18])[C:10]2[CH:15]=[CH:14][CH:13]=[CH:12][CH:11]=2)=[CH:4][CH:3]=1.B(F)(F)F.CCOCC. Product: [F:38][C:35]1[CH:36]=[CH:37][C:32]([C:8]2([C:5]3[CH:6]=[CH:7][C:2]([F:1])=[CH:3][CH:4]=3)[C@H:9]([C:10]3[CH:11]=[CH:12][CH:13]=[CH:14][CH:15]=3)[NH:16][C:17](=[O:18])[NH:19]2)=[CH:33][CH:34]=1. The catalyst class is: 2.